Dataset: Full USPTO retrosynthesis dataset with 1.9M reactions from patents (1976-2016). Task: Predict the reactants needed to synthesize the given product. (1) Given the product [Cl:1][C:2]1[S:6][C:5]([S:7]([N:10]([CH2:17][CH3:18])[C:11]2([C:14]([NH:45][CH2:44][C:42]3[CH:41]=[CH:40][N:39]=[C:38]([C:35]4[CH:36]=[CH:37][C:32]([C:31]([F:47])([F:30])[F:46])=[CH:33][CH:34]=4)[CH:43]=3)=[O:16])[CH2:12][CH2:13]2)(=[O:8])=[O:9])=[CH:4][CH:3]=1, predict the reactants needed to synthesize it. The reactants are: [Cl:1][C:2]1[S:6][C:5]([S:7]([N:10]([CH2:17][CH3:18])[C:11]2([C:14]([OH:16])=O)[CH2:13][CH2:12]2)(=[O:9])=[O:8])=[CH:4][CH:3]=1.CCOC(OC(OCC)=O)=O.[F:30][C:31]([F:47])([F:46])[C:32]1[CH:37]=[CH:36][C:35]([C:38]2[CH:43]=[C:42]([CH2:44][NH2:45])[CH:41]=[CH:40][N:39]=2)=[CH:34][CH:33]=1. (2) Given the product [CH3:4][O:3][C:2]1[CH:5]=[C:6]2[C:7](=[CH:8][C:1]=1[O:9][CH3:10])[C:14](=[O:15])[CH2:13][CH:11]2[CH3:12], predict the reactants needed to synthesize it. The reactants are: [C:1]1([O:9][CH3:10])[C:2](=[CH:5][CH:6]=[CH:7][CH:8]=1)[O:3][CH3:4].[CH:11]([CH2:13][C:14](O)=[O:15])=[CH2:12]. (3) Given the product [OH:15][C:9]1[CH:8]=[C:7]([N:1]2[CH2:2][CH2:3][O:4][CH2:5][CH2:6]2)[CH:14]=[CH:13][C:10]=1[C:11](=[O:12])[CH2:16][CH3:17], predict the reactants needed to synthesize it. The reactants are: [N:1]1([C:7]2[CH:8]=[C:9]([OH:15])[C:10](=[CH:13][CH:14]=2)[CH:11]=[O:12])[CH2:6][CH2:5][O:4][CH2:3][CH2:2]1.[CH2:16]([Mg]Br)[CH3:17].